Predict the product of the given reaction. From a dataset of Forward reaction prediction with 1.9M reactions from USPTO patents (1976-2016). (1) Given the reactants [OH-].[Na+].[NH2:3][C:4]1[C:5]([C:14](=[O:16])[NH2:15])=[N:6][S:7][C:8]=1[C:9]([O:11]CC)=[O:10], predict the reaction product. The product is: [NH2:3][C:4]1[C:5]([C:14](=[O:16])[NH2:15])=[N:6][S:7][C:8]=1[C:9]([OH:11])=[O:10]. (2) Given the reactants [C:1]1(=[O:11])[C:10]2[C:5](=[CH:6][CH:7]=[CH:8][CH:9]=2)[CH2:4][CH2:3][NH:2]1.[H-].[Na+].I[CH2:15][C:16]([O:18][CH2:19][CH3:20])=[O:17], predict the reaction product. The product is: [CH2:19]([O:18][C:16](=[O:17])[CH2:15][N:2]1[CH2:3][CH2:4][C:5]2[C:10](=[CH:9][CH:8]=[CH:7][CH:6]=2)[C:1]1=[O:11])[CH3:20]. (3) Given the reactants [C:1]([C:4]1[C:5]([CH3:26])=[N:6][C:7]2[N:8]([CH:18]=[C:19]([CH2:21][C:22]([O:24][CH3:25])=[O:23])[N:20]=2)[C:9]=1[C:10]1[CH:15]=[CH:14][C:13]([Cl:16])=[CH:12][C:11]=1[Cl:17])(=O)[NH2:2].CCN(CC)CC.FC(F)(F)C(OC(=O)C(F)(F)F)=O.[NH4+].[Cl-], predict the reaction product. The product is: [C:1]([C:4]1[C:5]([CH3:26])=[N:6][C:7]2[N:8]([CH:18]=[C:19]([CH2:21][C:22]([O:24][CH3:25])=[O:23])[N:20]=2)[C:9]=1[C:10]1[CH:15]=[CH:14][C:13]([Cl:16])=[CH:12][C:11]=1[Cl:17])#[N:2].